This data is from Reaction yield outcomes from USPTO patents with 853,638 reactions. The task is: Predict the reaction yield, written as a fraction of the theoretical maximum amount of product (1.0 means a 100% yield; for example, 0.34 means a 34% yield). (1) The reactants are [C:1]([OH:6])(=O)[CH2:2][CH2:3][CH3:4].Cl.[CH3:8][NH:9][O:10][CH3:11].F[P-](F)(F)(F)(F)F.N1(O[P+](N(C)C)(N(C)C)N(C)C)C2C=CC=CC=2N=N1. The catalyst is C(Cl)Cl. The product is [CH3:11][O:10][N:9]([CH3:8])[C:1](=[O:6])[CH2:2][CH2:3][CH3:4]. The yield is 0.880. (2) The reactants are Cl[C:2]1[N:10]=[C:9](Cl)[CH:8]=[CH:7][C:3]=1[C:4]([NH2:6])=[O:5].[O:12]([C:19]1[CH:24]=[CH:23][C:22]([OH:25])=[CH:21][CH:20]=1)[C:13]1[CH:18]=[CH:17][CH:16]=[CH:15][CH:14]=1.C(O[C:31]([NH:33][CH2:34][C:35]1[CH:36]=[C:37](B(O)O)[CH:38]=[CH:39][CH:40]=1)=[O:32])(C)(C)C.[C:44](Cl)(=O)[CH:45]=C. No catalyst specified. The product is [C:31]([NH:33][CH2:34][C:35]1[CH:40]=[CH:39][C:38]([C:9]2[CH:8]=[CH:7][C:3]([C:4]([NH2:6])=[O:5])=[C:2]([O:25][C:22]3[CH:21]=[CH:20][C:19]([O:12][C:13]4[CH:18]=[CH:17][CH:16]=[CH:15][CH:14]=4)=[CH:24][CH:23]=3)[N:10]=2)=[CH:37][CH:36]=1)(=[O:32])[CH:44]=[CH2:45]. The yield is 0.430.